From a dataset of Reaction yield outcomes from USPTO patents with 853,638 reactions. Predict the reaction yield, written as a fraction of the theoretical maximum amount of product (1.0 means a 100% yield; for example, 0.34 means a 34% yield). The reactants are C[O:2][C:3](=O)[CH2:4][CH2:5][C:6]1[S:10][CH:9]=[C:8]([CH2:11][CH2:12][C:13]2[N:18]=[CH:17][C:16]([N:19]3[CH2:24][CH2:23][N:22]([C:25]([O:27][C:28]([CH3:31])([CH3:30])[CH3:29])=[O:26])[CH2:21][CH2:20]3)=[CH:15][CH:14]=2)[CH:7]=1.[H-].C([Al+]CC(C)C)C(C)C. No catalyst specified. The product is [OH:2][CH2:3][CH2:4][CH2:5][C:6]1[S:10][CH:9]=[C:8]([CH2:11][CH2:12][C:13]2[N:18]=[CH:17][C:16]([N:19]3[CH2:24][CH2:23][N:22]([C:25]([O:27][C:28]([CH3:31])([CH3:30])[CH3:29])=[O:26])[CH2:21][CH2:20]3)=[CH:15][CH:14]=2)[CH:7]=1. The yield is 0.801.